Dataset: Experimentally validated miRNA-target interactions with 360,000+ pairs, plus equal number of negative samples. Task: Binary Classification. Given a miRNA mature sequence and a target amino acid sequence, predict their likelihood of interaction. (1) Result: 1 (interaction). The protein sequence of the target gene is MSAAPLVGYSSSGSEDESEDGMRTRPGDGSHRRGQSPLPRQRFPVPDSVLNMFPGTEEGPEDDSTKHGGRVRTFPHERGNWATHVYVPYEAKEEFLDLLDVLLPHAQTYVPRLVRMKVFHLSLSQSVVLRHHWILPFVQALKARMTSFHRFFFTANQVKIYTNQEKTRTFIGLEVTSGHAQFLDLVSEVDRVMEEFNLTTFYQDPSFHLSLAWCVGDARLQLEGQCLQELQAIVDGFEDAEVLLRVHTEQVRCKSGNKFFSMPLK. The miRNA is hsa-miR-4644 with sequence UGGAGAGAGAAAAGAGACAGAAG. (2) The miRNA is hsa-miR-377-3p with sequence AUCACACAAAGGCAACUUUUGU. The protein sequence of the target gene is MVAERSPARSPGSWLFPGLWLLVLSGPGGLLRAQEQPSCRRAFDLYFVLDKSGSVANNWIEIYNFVQQLAERFVSPEMRLSFIVFSSQATIILPLTGDRGKISKGLEDLKRVSPVGETYIHEGLKLANEQIQKAGGLKTSSIIIALTDGKLDGLVPSYAEKEAKISRSLGASVYCVGVLDFEQAQLERIADSKEQVFPVKGGFQALKGIINSILAQSCTEILELQPSSVCVGEEFQIVLSGRGFMLGSRNGSVLCTYTVNETYTTSVKPVSVQLNSMLCPAPILNKAGETLDVSVSFNGG.... Result: 1 (interaction). (3) The miRNA is cel-miR-43-3p with sequence UAUCACAGUUUACUUGCUGUCGC. The protein sequence of the target gene is MAAAAAAGPSPGSGPGDSPEGPEGEAPERRRKAHGMLKLYYGLSEGEAAGRPAGPDPLDPTDLNGAHFDPEVYLDKLRRECPLAQLMDSETDMVRQIRALDSDMQTLVYENYNKFISATDTIRKMKNDFRKMEDEMDRLATNMAVITDFSARISATLQDRHERITKLAGVHALLRKLQFLFELPSRLTKCVELGAYGQAVRYQGRAQAVLQQYQHLPSFRAIQDDCQVITARLAQQLRQRFREGGSGAPEQAECVELLLALGEPAEELCEEFLAHARGRLEKELRNLEAELGPSPPAPDV.... Result: 0 (no interaction). (4) The miRNA is hsa-miR-526b-3p with sequence GAAAGUGCUUCCUUUUAGAGGC. The protein sequence of the target gene is MATFRNNHMKTKASVRKSFSEDVFQSVKSLLQSQKELCSVTAEDCLQQDEHANLTEVTFLGFNEETDAAHIQDLAAVSLELPDILNSLHFCSLNENEIICMKNINKPLDISSDPLNQSHPSGMLCVMRVSPTSPRLRIDFIFSLLSKYATGIRYTLDTFLHQKHQLETTDEDDDDTNQSVSSIEDDFVTAFEHLEEEETSKPYNDGMNITVLRSQCDAASQTVTGHHLETHDLKILISSGQQKSLAKPSTSSVNVLGHKELPSVKTSVTTSISEPWTQRSFYRSSNASDKDSDLQKTFFS.... Result: 1 (interaction). (5) The miRNA is hsa-miR-199b-3p with sequence ACAGUAGUCUGCACAUUGGUUA. The protein sequence of the target gene is MAGRGGRVLLALCAALVAGGWLLTAEAQEPGAPAAGMRRRRRLQQEDGISFEYHRYPELREALVSVWLQCTAISRIYTVGRSFEGRELLVIELSDNPGVHEPGEPEFKYIGNMHGNEAVGRELLIFLAQYLCNEYQKGNETIVNLIHSTRIHIMPSLNPDGFEKAASQPGELKDWFVGRSNAQGIDLNRNFPDLDRIVYVNEKEGGPNNHLLKNLKKIVDQNSKLAPETKAVIHWIMDIPFVLSANLHGGDLVANYPYDETRSGTAHEYSSCPDDAIFQSLARAYSSFNPVMSDPNRPPC.... Result: 0 (no interaction). (6) The miRNA is hsa-miR-548ap-5p with sequence AAAAGUAAUUGCGGUCUUU. The protein sequence of the target gene is MERSPGEGPSPSPMDQPSAPSDPTDQPPAAHAKPDPGSGGQPAGPGAAGEALAVLTSFGRRLLVLIPVYLAGAVGLSVGFVLFGLALYLGWRRVRDEKERSLRAARQLLDDEEQLTAKTLYMSHRELPAWVSFPDVEKAEWLNKIVAQVWPFLGQYMEKLLAETVAPAVRGSNPHLQTFTFTRVELGEKPLRIIGVKVHPGQRKEQILLDLNISYVGDVQIDVEVKKYFCKAGVKGMQLHGVLRVILEPLIGDLPFVGAVSMFFIRRPTLDINWTGMTNLLDIPGLSSLSDTMIMDSIAA.... Result: 1 (interaction). (7) The miRNA is hsa-miR-488-5p with sequence CCCAGAUAAUGGCACUCUCAA. The protein sequence of the target gene is MAPPSTREPRVLSATSATKSDGEMVLPGFPDADSFVKFALGSVVAVTKASGGLPQFGDEYDFYRSFPGFQAFCETQGDRLLQCMSRVMQYHGCRSNIKDRSKVTELEDKFDLLVDANDVILERVGILLDEASGVNKNQQPVLPAGLQVPKTVVSSWNRKAAEYGKKAKSETFRLLHAKNIIRPQLKFREKIDNSNTPFLPKIFIKPNAQKPLPQALSKERRERPQDRPEDLDVPPALADFIHQQRTQQVEQDMFAHPYQYELNHFTPADAVLQKPQPQLYRPIEETPCHFISSLDELVEL.... Result: 0 (no interaction). (8) The miRNA is mmu-miR-7220-5p with sequence GGUGAGCUCUUGGUACCUUGGC. The protein sequence of the target gene is MEVIHGRPYCCRELEGADILSNTFYSNELHNPLQTVTRPTASEDRYQELRESLQQCRLPWGAEREYGGIIPISLPEDHRPKYEPPRVMGKGHQHYGFGGETWPRKLPVEQFYYLTQNKKSDVYGNDSLIPKPPNSTVGEICLPYPIEHPYHTHICRGAMFPTFTSPEDLYTGIKARTQQPFPPTVPTKAYDSTVLKTRGNPYRYELIDIPMDSKKKALTWPGQGVYYDFPRGVEKNKPVFYPKPPKTFAPNTSLNSWDPICSAKEANIQRNLERSHWLTSYTHDFTGLGPMDPLELDDYH.... Result: 0 (no interaction).